From a dataset of Drug-target binding data from BindingDB using IC50 measurements. Regression. Given a target protein amino acid sequence and a drug SMILES string, predict the binding affinity score between them. We predict pIC50 (pIC50 = -log10(IC50 in M); higher means more potent). Dataset: bindingdb_ic50. The drug is O=C(N[C@@H](CO)C(=O)NO)c1n[nH]c2ccccc12. The target protein (P47205) has sequence MIKQRTLKNIIRATGVGLHSGEKVYLTLKPAPVDTGIVFCRTDLDPVVEIPARAENVGETTMSTTLVKGDVKVDTVEHLLSAMAGLGIDNAYVELSASEVPIMDGSAGPFVFLIQSAGLQEQEAAKKFIRIKREVSVEEGDKRAVFVPFDGFKVSFEIDFDHPVFRGRTQQASVDFSSTSFVKEVSRARTFGFMRDIEYLRSQNLALGGSVENAIVVDENRVLNEDGLRYEDEFVKHKILDAIGDLYLLGNSLIGEFRGFKSGHALNNQLLRTLIADKDAWEVVTFEDARTAPISYMRPAAAV. The pIC50 is 4.9.